The task is: Predict the reaction yield, written as a fraction of the theoretical maximum amount of product (1.0 means a 100% yield; for example, 0.34 means a 34% yield).. This data is from Reaction yield outcomes from USPTO patents with 853,638 reactions. (1) The reactants are [CH2:1]([O:3][C:4](=[O:17])[CH2:5][S:6][C:7]1[CH:12]=[CH:11][C:10](OB(O)O)=[CH:9][CH:8]=1)[CH3:2].Br[C:19]1[CH2:23][CH2:22][C:21](=[O:24])[CH:20]=1.C(=O)([O-])[O-].[Na+].[Na+]. The catalyst is COCCOC.C1C=CC(P(C2C=CC=CC=2)[C-]2C=CC=C2)=CC=1.C1C=CC(P(C2C=CC=CC=2)[C-]2C=CC=C2)=CC=1.Cl[Pd]Cl.[Fe+2]. The product is [CH2:1]([O:3][C:4](=[O:17])[CH2:5][S:6][C:7]1[CH:12]=[CH:11][C:10]([C:19]2[CH2:23][CH2:22][C:21](=[O:24])[CH:20]=2)=[CH:9][CH:8]=1)[CH3:2]. The yield is 0.750. (2) The reactants are [CH3:1][C:2]1([CH3:33])[C:14]2[NH:13][C:12]3[C:7](=[CH:8][CH:9]=[C:10]([C:15]#[N:16])[CH:11]=3)[C:6]=2[C:5](=[O:17])[C:4]2[CH:18]=[C:19]([N+:30]([O-])=O)[C:20]([O:22][CH:23]3[CH2:28][CH2:27][N:26]([CH3:29])[CH2:25][CH2:24]3)=[CH:21][C:3]1=2.C([O-])(=O)C.[NH4+].C(=O)([O-])O.[Na+]. The catalyst is C(O)C.[Cl-].[Ti+3].[Cl-].[Cl-]. The product is [NH2:30][C:19]1[C:20]([O:22][CH:23]2[CH2:28][CH2:27][N:26]([CH3:29])[CH2:25][CH2:24]2)=[CH:21][C:3]2[C:2]([CH3:33])([CH3:1])[C:14]3[NH:13][C:12]4[C:7]([C:6]=3[C:5](=[O:17])[C:4]=2[CH:18]=1)=[CH:8][CH:9]=[C:10]([C:15]#[N:16])[CH:11]=4. The yield is 0.780. (3) No catalyst specified. The reactants are [Cl:1][C:2]1[C:7]([Cl:8])=[C:6]([CH2:9]O)[CH:5]=[CH:4][N:3]=1.BrCC1C=CN=C(Cl)C=1Cl.[CH3:21][C:22]1[N:27]=[C:26]([SH:28])[N:25]=[C:24]([OH:29])[CH:23]=1. The yield is 0.780. The product is [Cl:1][C:2]1[C:7]([Cl:8])=[C:6]([CH2:9][S:28][C:26]2[N:25]=[C:24]([OH:29])[CH:23]=[C:22]([CH3:21])[N:27]=2)[CH:5]=[CH:4][N:3]=1. (4) The product is [CH:25]1([NH:24][C:20]2[N:19]=[C:18]([C:8]3[N:6]4[CH:7]=[CH:2][CH:3]=[C:4]([CH3:30])[C:5]4=[N:10][C:9]=3[C:11]3[CH:12]=[CH:13][C:14]([F:17])=[CH:15][CH:16]=3)[CH:23]=[CH:22][N:21]=2)[CH2:26][CH2:27][CH2:28][CH2:29]1. The yield is 0.700. The catalyst is C(O)C.[Pd]. The reactants are Br[C:2]1[CH:3]=[C:4]([CH3:30])[C:5]2[N:6]([C:8]([C:18]3[CH:23]=[CH:22][N:21]=[C:20]([NH:24][CH:25]4[CH2:29][CH2:28][CH2:27][CH2:26]4)[N:19]=3)=[C:9]([C:11]3[CH:16]=[CH:15][C:14]([F:17])=[CH:13][CH:12]=3)[N:10]=2)[CH:7]=1. (5) The reactants are [Cl:1][C:2]1[C:3]2[N:4]([CH:10]=[C:11]([C:13]([O:15][CH2:16][CH3:17])=[O:14])[CH:12]=2)[N:5]=[CH:6][C:7]=1[C:8]#[N:9].[OH:18]S(O)(=O)=O. No catalyst specified. The product is [C:8]([C:7]1[CH:6]=[N:5][N:4]2[CH:10]=[C:11]([C:13]([O:15][CH2:16][CH3:17])=[O:14])[CH:12]=[C:3]2[C:2]=1[Cl:1])(=[O:18])[NH2:9]. The yield is 0.700. (6) The reactants are [CH3:1][O:2][CH:3]=[CH:4][C:5]1[CH:10]=[CH:9][CH:8]=[C:7]([CH2:11][O:12][C:13]([C:26]2[CH:31]=[CH:30][CH:29]=[CH:28][CH:27]=2)([C:20]2[CH:25]=[CH:24][CH:23]=[CH:22][CH:21]=2)[C:14]2[CH:19]=[CH:18][CH:17]=[CH:16][CH:15]=2)[N:6]=1. The catalyst is CCOC(C)=O.[Pd]. The product is [CH3:1][O:2][CH2:3][CH2:4][C:5]1[CH:10]=[CH:9][CH:8]=[C:7]([CH2:11][O:12][C:13]([C:26]2[CH:31]=[CH:30][CH:29]=[CH:28][CH:27]=2)([C:20]2[CH:21]=[CH:22][CH:23]=[CH:24][CH:25]=2)[C:14]2[CH:19]=[CH:18][CH:17]=[CH:16][CH:15]=2)[N:6]=1. The yield is 0.650. (7) The catalyst is O1CCOCC1.O.C1C=CC([P]([Pd]([P](C2C=CC=CC=2)(C2C=CC=CC=2)C2C=CC=CC=2)([P](C2C=CC=CC=2)(C2C=CC=CC=2)C2C=CC=CC=2)[P](C2C=CC=CC=2)(C2C=CC=CC=2)C2C=CC=CC=2)(C2C=CC=CC=2)C2C=CC=CC=2)=CC=1. The yield is 0.820. The product is [C:13]([C:15]1[CH:20]=[CH:19][C:18]([N:7]2[CH:2]=[CH:3][CH:4]=[C:5]([OH:11])[C:6]2=[O:8])=[CH:17][CH:16]=1)#[N:14]. The reactants are I[C:2]1[N:7]=[C:6]([O:8]CC)[C:5]([O:11]C)=[CH:4][CH:3]=1.[C:13]([C:15]1[CH:20]=[CH:19][C:18](B(O)O)=[CH:17][CH:16]=1)#[N:14].C([O-])([O-])=O.[K+].[K+].